From a dataset of Catalyst prediction with 721,799 reactions and 888 catalyst types from USPTO. Predict which catalyst facilitates the given reaction. (1) Reactant: N1C=CN=C1.[Si:6](Cl)([C:9]([CH3:12])([CH3:11])[CH3:10])([CH3:8])[CH3:7].[Cl:14][C:15]1[S:19][C:18]([C:20]([NH:22][C:23]2[CH:31]=[CH:30][CH:29]=[C:28]3[C:24]=2[CH2:25][N:26]([C:33]2[CH:38]=[CH:37][C:36]([NH:39][CH2:40][CH2:41][OH:42])=[CH:35][CH:34]=2)[C:27]3=[O:32])=[O:21])=[CH:17][CH:16]=1.C(#N)C.O. Product: [Si:6]([O:42][CH2:41][CH2:40][NH:39][C:36]1[CH:37]=[CH:38][C:33]([N:26]2[CH2:25][C:24]3[C:28](=[CH:29][CH:30]=[CH:31][C:23]=3[NH:22][C:20]([C:18]3[S:19][C:15]([Cl:14])=[CH:16][CH:17]=3)=[O:21])[C:27]2=[O:32])=[CH:34][CH:35]=1)([C:9]([CH3:12])([CH3:11])[CH3:10])([CH3:8])[CH3:7]. The catalyst class is: 9. (2) Reactant: C(=O)([O-])O.[Na+].[CH:6]1([CH2:9][O:10][C:11]2[CH:16]=[CH:15][C:14]([N:17]3[C:22](=[O:23])[C:21]4[NH:24][CH:25]=[CH:26][C:20]=4[NH:19][C:18]3=[S:27])=[CH:13][CH:12]=2)[CH2:8][CH2:7]1.Br[CH2:29][CH2:30][CH2:31][O:32][CH2:33][CH2:34][O:35][CH3:36].[I-].[Na+]. Product: [CH:6]1([CH2:9][O:10][C:11]2[CH:12]=[CH:13][C:14]([N:17]3[C:22](=[O:23])[C:21]4[NH:24][CH:25]=[CH:26][C:20]=4[N:19]=[C:18]3[S:27][CH2:29][CH2:30][CH2:31][O:32][CH2:33][CH2:34][O:35][CH3:36])=[CH:15][CH:16]=2)[CH2:7][CH2:8]1. The catalyst class is: 434. (3) Reactant: [NH2:1][C@H:2]([C:5]1[CH:10]=[CH:9][C:8]([F:11])=[C:7]([N:12]2[CH2:17][CH2:16][O:15][CH2:14][CH2:13]2)[CH:6]=1)[CH2:3][OH:4].[Cl:18][C:19]1[CH:29]=[CH:28][CH:27]=[CH:26][C:20]=1[CH:21]=[CH:22][C:23](O)=[O:24].CCN=C=NCCCN(C)C.Cl.C(N(CC)CC)C. Product: [Cl:18][C:19]1[CH:29]=[CH:28][CH:27]=[CH:26][C:20]=1[CH:21]=[CH:22][C:23]([NH:1][C@H:2]([C:5]1[CH:10]=[CH:9][C:8]([F:11])=[C:7]([N:12]2[CH2:17][CH2:16][O:15][CH2:14][CH2:13]2)[CH:6]=1)[CH2:3][OH:4])=[O:24]. The catalyst class is: 166. (4) Reactant: [H-].[Na+].[CH2:3]([SH:5])[CH3:4].[Cl:6][C:7]1[CH:12]=[C:11]([Cl:13])[C:10]([O:14][CH3:15])=[CH:9][C:8]=1[NH:16][C:17]1[C:26]2[C:21](=[CH:22][C:23](F)=[C:24]([O:27][CH3:28])[CH:25]=2)[N:20]=[CH:19][C:18]=1[C:30]#[N:31]. Product: [Cl:6][C:7]1[CH:12]=[C:11]([Cl:13])[C:10]([O:14][CH3:15])=[CH:9][C:8]=1[NH:16][C:17]1[C:26]2[C:21](=[CH:22][C:23]([S:5][CH2:3][CH3:4])=[C:24]([O:27][CH3:28])[CH:25]=2)[N:20]=[CH:19][C:18]=1[C:30]#[N:31]. The catalyst class is: 7.